Dataset: NCI-60 drug combinations with 297,098 pairs across 59 cell lines. Task: Regression. Given two drug SMILES strings and cell line genomic features, predict the synergy score measuring deviation from expected non-interaction effect. Drug 1: CC1=C(N=C(N=C1N)C(CC(=O)N)NCC(C(=O)N)N)C(=O)NC(C(C2=CN=CN2)OC3C(C(C(C(O3)CO)O)O)OC4C(C(C(C(O4)CO)O)OC(=O)N)O)C(=O)NC(C)C(C(C)C(=O)NC(C(C)O)C(=O)NCCC5=NC(=CS5)C6=NC(=CS6)C(=O)NCCC[S+](C)C)O. Drug 2: C1CC(=O)NC(=O)C1N2C(=O)C3=CC=CC=C3C2=O. Cell line: SNB-19. Synergy scores: CSS=36.5, Synergy_ZIP=4.35, Synergy_Bliss=6.94, Synergy_Loewe=-19.0, Synergy_HSA=5.49.